From a dataset of Forward reaction prediction with 1.9M reactions from USPTO patents (1976-2016). Predict the product of the given reaction. (1) Given the reactants [CH3:1][C:2]1[N:3]=[C:4]2[CH:12]=[CH:11][CH:10]=[C:9]3[N:5]2[C:6]=1[C:7]([S:13][CH2:14][CH2:15][CH2:16][CH2:17][CH2:18][NH2:19])=[N:8]3.C(N(CC)CC)C.C1(N[S:34]([C:37]([F:40])([F:39])[F:38])(=[O:36])=[O:35])C=CC=CC=1, predict the reaction product. The product is: [CH3:1][C:2]1[N:3]=[C:4]2[CH:12]=[CH:11][CH:10]=[C:9]3[N:5]2[C:6]=1[C:7]([S:13][CH2:14][CH2:15][CH2:16][CH2:17][CH2:18][NH:19][S:34]([C:37]([F:40])([F:39])[F:38])(=[O:36])=[O:35])=[N:8]3. (2) Given the reactants [CH2:1]([O:3][C:4]([C:6]1[CH:7]=[N:8][C:9]2[C:14]([C:15]=1Cl)=[CH:13][C:12]([I:17])=[CH:11][CH:10]=2)=[O:5])C.[CH3:18][O-:19].[Na+], predict the reaction product. The product is: [CH3:1][O:3][C:4]([C:6]1[CH:7]=[N:8][C:9]2[C:14]([C:15]=1[O:19][CH3:18])=[CH:13][C:12]([I:17])=[CH:11][CH:10]=2)=[O:5]. (3) Given the reactants [CH3:1][O:2][C:3]1[CH:4]=[C:5]2[C:10](=[CH:11][C:12]=1[O:13][CH3:14])[N:9]=[CH:8][CH:7]=[C:6]2[O:15][C:16]1[CH:22]=[CH:21][C:19]([NH2:20])=[C:18]([C:23]([F:26])([F:25])[F:24])[CH:17]=1.C(N(CC)CC)C.ClC(Cl)(O[C:38](=[O:44])OC(Cl)(Cl)Cl)Cl.[S:46]1[CH:50]=[CH:49][N:48]=[C:47]1[CH:51]([NH2:53])[CH3:52], predict the reaction product. The product is: [CH3:1][O:2][C:3]1[CH:4]=[C:5]2[C:10](=[CH:11][C:12]=1[O:13][CH3:14])[N:9]=[CH:8][CH:7]=[C:6]2[O:15][C:16]1[CH:22]=[CH:21][C:19]([NH:20][C:38]([NH:53][CH:51]([C:47]2[S:46][CH:50]=[CH:49][N:48]=2)[CH3:52])=[O:44])=[C:18]([C:23]([F:25])([F:26])[F:24])[CH:17]=1. (4) Given the reactants C([O:8][CH2:9][CH2:10][C@H:11]([NH:28][C:29](=[O:35])[O:30][C:31]([CH3:34])([CH3:33])[CH3:32])[C:12]1[N:17]([C:18]2[CH:23]=[CH:22][CH:21]=[CH:20][CH:19]=2)[C:16](=[O:24])[C:15]2=[CH:25][CH:26]=[CH:27][N:14]2[N:13]=1)C1C=CC=CC=1, predict the reaction product. The product is: [OH:8][CH2:9][CH2:10][C@H:11]([NH:28][C:29](=[O:35])[O:30][C:31]([CH3:33])([CH3:32])[CH3:34])[C:12]1[N:17]([C:18]2[CH:23]=[CH:22][CH:21]=[CH:20][CH:19]=2)[C:16](=[O:24])[C:15]2=[CH:25][CH:26]=[CH:27][N:14]2[N:13]=1. (5) Given the reactants [C:1](=[O:9])([O:5][CH:6]([CH3:8])[CH3:7])[O:2][CH2:3]Cl.[Na+].[I-].[Cl:12][C:13]1[CH:14]=[CH:15][C:16]([F:48])=[C:17]([C:19]2[CH:24]=[CH:23][C:22]([CH2:25][N:26]([CH2:42][C@@H:43]([OH:47])[C:44]([OH:46])=[O:45])[NH:27][C:28]([C:30]3[O:34][N:33]=[C:32]([C:35]4[CH:40]=[CH:39][CH:38]=[CH:37][C:36]=4[F:41])[CH:31]=3)=[O:29])=[CH:21][CH:20]=2)[CH:18]=1.CCN(CC)CC, predict the reaction product. The product is: [CH:6]([O:5][C:1]([O:2][CH2:3][O:46][C:44](=[O:45])[C@H:43]([OH:47])[CH2:42][N:26]([CH2:25][C:22]1[CH:23]=[CH:24][C:19]([C:17]2[CH:18]=[C:13]([Cl:12])[CH:14]=[CH:15][C:16]=2[F:48])=[CH:20][CH:21]=1)[NH:27][C:28]([C:30]1[O:34][N:33]=[C:32]([C:35]2[CH:40]=[CH:39][CH:38]=[CH:37][C:36]=2[F:41])[CH:31]=1)=[O:29])=[O:9])([CH3:8])[CH3:7].